Dataset: Full USPTO retrosynthesis dataset with 1.9M reactions from patents (1976-2016). Task: Predict the reactants needed to synthesize the given product. (1) Given the product [CH3:13][N:8]1[C:4]2=[N:5][CH:6]=[CH:7][C:2]([N:14]3[CH2:19][CH2:18][CH2:17][CH2:16][CH2:15]3)=[C:3]2[C:10]([CH:11]=[O:12])=[CH:9]1, predict the reactants needed to synthesize it. The reactants are: Br[C:2]1[CH:7]=[CH:6][N:5]=[C:4]2[N:8]([CH3:13])[CH:9]=[C:10]([CH:11]=[O:12])[C:3]=12.[NH:14]1[CH2:19][CH2:18][CH2:17][CH2:16][CH2:15]1.C(=O)([O-])[O-].[Cs+].[Cs+]. (2) Given the product [OH:1][C@H:2]1[CH2:7][CH2:6][CH2:5][CH2:4][C@H:3]1[NH:8][C:9]([C:11]1[N:12]=[C:13]([C:26]2[CH:31]=[CH:30][C:29]([Cl:32])=[CH:28][C:27]=2[Cl:33])[N:14]([C:18]2[CH:19]=[CH:20][C:21]([OH:24])=[CH:22][CH:23]=2)[C:15]=1[CH2:16][OH:17])=[O:10], predict the reactants needed to synthesize it. The reactants are: [OH:1][CH:2]1[CH2:7][CH2:6][CH2:5][CH2:4][CH:3]1[NH:8][C:9]([C:11]1[N:12]=[C:13]([C:26]2[CH:31]=[CH:30][C:29]([Cl:32])=[CH:28][C:27]=2[Cl:33])[N:14]([C:18]2[CH:23]=[CH:22][C:21]([O:24]C)=[CH:20][CH:19]=2)[C:15]=1[CH2:16][OH:17])=[O:10].B(Br)(Br)Br.Cl. (3) Given the product [F:1][C:2]1[CH:7]=[CH:6][C:5]([CH:8]([NH:10][C:23](=[O:24])[O:25][C:26]([CH3:29])([CH3:28])[CH3:27])[CH3:9])=[CH:4][C:3]=1[N+:11]([O-:13])=[O:12], predict the reactants needed to synthesize it. The reactants are: [F:1][C:2]1[CH:7]=[CH:6][C:5]([CH:8]([NH2:10])[CH3:9])=[CH:4][C:3]=1[N+:11]([O-:13])=[O:12].CCN(C(C)C)C(C)C.[C:23](O[C:23]([O:25][C:26]([CH3:29])([CH3:28])[CH3:27])=[O:24])([O:25][C:26]([CH3:29])([CH3:28])[CH3:27])=[O:24].CCOC(C)=O.O. (4) Given the product [Cl:1][C:2]1[N:3]=[C:4]2[C:9](=[CH:10][CH:11]=1)[N:8]=[CH:7][C:6]([S:12]([CH3:15])(=[O:14])=[O:13])=[C:5]2[NH:28][C:25]1[CH:26]=[N:27][C:22]([O:21][CH2:20][CH2:19][N:18]([CH3:29])[CH3:17])=[CH:23][CH:24]=1, predict the reactants needed to synthesize it. The reactants are: [Cl:1][C:2]1[CH:11]=[CH:10][C:9]2[C:4](=[C:5](Cl)[C:6]([S:12]([CH3:15])(=[O:14])=[O:13])=[CH:7][N:8]=2)[N:3]=1.[CH3:17][N:18]([CH3:29])[CH2:19][CH2:20][O:21][C:22]1[N:27]=[CH:26][C:25]([NH2:28])=[CH:24][CH:23]=1. (5) The reactants are: C[O:2][C:3]1[CH:8]=[CH:7][CH:6]=[CH:5][C:4]=1[N:9]1[C:18](=[O:19])[C:17]2[C:12](=[CH:13][CH:14]=[CH:15][CH:16]=2)[N:11]=[C:10]1[CH:20]([N:22]1[CH2:27][CH2:26][NH:25][CH2:24][CH2:23]1)[CH3:21]. Given the product [OH:2][C:3]1[CH:8]=[CH:7][CH:6]=[CH:5][C:4]=1[N:9]1[C:18](=[O:19])[C:17]2[C:12](=[CH:13][CH:14]=[CH:15][CH:16]=2)[N:11]=[C:10]1[CH:20]([N:22]1[CH2:23][CH2:24][NH:25][CH2:26][CH2:27]1)[CH3:21], predict the reactants needed to synthesize it. (6) Given the product [CH:1]1([N:4]2[C:8]3[C:9]([O:32][C@@H:33]([C@H:35]4[CH2:36][NH:37][C:38](=[O:40])[CH2:39]4)[CH3:34])=[CH:10][C:11]([C:13]4[CH:14]=[CH:15][C:16]([N:19]5[CH2:20][CH2:21][NH:22][CH2:23][CH2:24]5)=[CH:17][N:18]=4)=[CH:12][C:7]=3[N:6]=[CH:5]2)[CH2:2][CH2:3]1.[C:51]([OH:57])([C:53]([F:56])([F:55])[F:54])=[O:52], predict the reactants needed to synthesize it. The reactants are: [CH:1]1([N:4]2[C:8]3[C:9]([O:32][C@@H:33]([C@@H:35]4[CH2:39][C:38](=[O:40])[N:37]([C@@H](C5C=CC(OC)=CC=5)C)[CH2:36]4)[CH3:34])=[CH:10][C:11]([C:13]4[N:18]=[CH:17][C:16]([N:19]5[CH2:24][CH2:23][N:22](C(OC(C)(C)C)=O)[CH2:21][CH2:20]5)=[CH:15][CH:14]=4)=[CH:12][C:7]=3[N:6]=[CH:5]2)[CH2:3][CH2:2]1.[C:51]([OH:57])([C:53]([F:56])([F:55])[F:54])=[O:52].